Dataset: Forward reaction prediction with 1.9M reactions from USPTO patents (1976-2016). Task: Predict the product of the given reaction. (1) Given the reactants [H-].[Al+3].[Li+].[H-].[H-].[H-].[S:7]1[CH:11]=[CH:10][CH:9]=[C:8]1[CH2:12][C:13]([N:15]1[CH2:20][CH2:19][O:18][CH2:17][CH2:16]1)=O.Cl, predict the reaction product. The product is: [O:18]1[CH2:19][CH2:20][N:15]([CH2:13][CH2:12][C:8]2[S:7][CH:11]=[CH:10][CH:9]=2)[CH2:16][CH2:17]1. (2) Given the reactants C([BH3-])#N.[Na+].[CH:5](=O)[CH2:6][CH2:7][CH3:8].[CH2:10]([C:17]1([N:27]([CH3:29])[CH3:28])[CH2:26][CH2:25][C:20]2([CH2:24][CH2:23][NH:22][CH2:21]2)[CH2:19][CH2:18]1)[C:11]1[CH:16]=[CH:15][CH:14]=[CH:13][CH:12]=1.C(=O)(O)[O-].[Na+], predict the reaction product. The product is: [CH2:10]([C:17]1([N:27]([CH3:28])[CH3:29])[CH2:26][CH2:25][C:20]2([CH2:24][CH2:23][N:22]([CH2:5][CH2:6][CH2:7][CH3:8])[CH2:21]2)[CH2:19][CH2:18]1)[C:11]1[CH:12]=[CH:13][CH:14]=[CH:15][CH:16]=1. (3) Given the reactants [CH2:1]([O:3][C:4](=[O:7])C=C)[CH3:2].[CH:8](=[O:12])[CH:9]([CH3:11])[CH3:10].C1N2[CH2:19][CH2:20]N(CC2)C1.C([O-])(=O)C=C, predict the reaction product. The product is: [CH2:1]([O:3][C:4](=[O:7])[C:19](=[CH2:20])[CH:8]([OH:12])[CH:9]([CH3:11])[CH3:10])[CH3:2]. (4) Given the reactants [OH:1][CH2:2][CH:3]1[CH2:6][N:5](C(OC(C)(C)C)=O)[CH2:4]1.[F:14][C:15]([F:20])([F:19])[C:16]([OH:18])=[O:17], predict the reaction product. The product is: [F:14][C:15]([F:20])([F:19])[C:16]([OH:18])=[O:17].[OH:1][CH2:2][CH:3]1[CH2:6][NH:5][CH2:4]1. (5) Given the reactants [Cl:1][C:2]1[CH:7]=[CH:6][C:5]([C:8]([CH3:13])([CH3:12])[C:9]([OH:11])=O)=[CH:4][CH:3]=1.[NH2:14][CH2:15][CH2:16][CH2:17][N:18]1[CH2:23][CH2:22][CH:21]([C:24]2[CH:25]=[C:26]([NH:30][C:31](=[O:36])[O:32][CH:33]([CH3:35])[CH3:34])[CH:27]=[CH:28][CH:29]=2)[CH2:20][CH2:19]1, predict the reaction product. The product is: [Cl:1][C:2]1[CH:3]=[CH:4][C:5]([C:8]([CH3:13])([CH3:12])[C:9]([NH:14][CH2:15][CH2:16][CH2:17][N:18]2[CH2:23][CH2:22][CH:21]([C:24]3[CH:25]=[C:26]([NH:30][C:31](=[O:36])[O:32][CH:33]([CH3:34])[CH3:35])[CH:27]=[CH:28][CH:29]=3)[CH2:20][CH2:19]2)=[O:11])=[CH:6][CH:7]=1. (6) Given the reactants [CH2:1]([O:3][C:4]1[CH:13]=[CH:12][C:7]2[N:8]=[C:9]([NH2:11])[S:10][C:6]=2[CH:5]=1)[CH3:2].[F:14][C:15]1[CH:23]=[CH:22][C:18]([C:19](Cl)=[O:20])=[CH:17][C:16]=1[C:24]([F:27])([F:26])[F:25].Br[CH:29]([CH2:34][CH3:35])[C:30]([O:32]C)=[O:31].COC1C=CC2N=C(N)SC=2C=1.ClC1C=C(C=CC=1)C(Cl)=O.BrCC(OCC)=O, predict the reaction product. The product is: [CH2:1]([O:3][C:4]1[CH:13]=[CH:12][C:7]2[N:8]([CH:29]([CH2:34][CH3:35])[C:30]([OH:32])=[O:31])[C:9](=[N:11][C:19](=[O:20])[C:18]3[CH:22]=[CH:23][C:15]([F:14])=[C:16]([C:24]([F:27])([F:26])[F:25])[CH:17]=3)[S:10][C:6]=2[CH:5]=1)[CH3:2]. (7) Given the reactants [CH3:1][O:2][CH2:3][CH2:4][O:5][C:6]1[CH:11]=[CH:10][CH:9]=[CH:8][C:7]=1[C:12](=[O:14])[CH3:13].BrCCOC.BrCC(C)C.C1N=CN(C(N2C=NC=C2)=O)C=1.[C:37]([NH:40][C:41]1[CH:49]=[CH:48][C:44]([C:45](O)=[O:46])=[CH:43][C:42]=1[CH2:50][CH3:51])(=[O:39])[CH3:38], predict the reaction product. The product is: [CH3:1][O:2][CH2:3][CH2:4][O:5][C:6]1[CH:11]=[CH:10][CH:9]=[CH:8][C:7]=1[C:12](=[O:14])[CH3:13].[C:37]([NH:40][C:41]1[CH:49]=[CH:48][C:44]([C:45](=[O:46])[CH2:13][C:12]([C:7]2[CH:8]=[CH:9][CH:10]=[CH:11][C:6]=2[O:5][CH2:4][CH2:3][O:2][CH3:1])=[O:14])=[CH:43][C:42]=1[CH2:50][CH3:51])(=[O:39])[CH3:38]. (8) Given the reactants [Cl-].[Al+3].[Cl-].[Cl-].[CH3:5][O:6][C:7]1[CH:12]=[CH:11][C:10]([CH2:13][CH:14]([C:18]2[CH:23]=[CH:22][CH:21]=[CH:20][CH:19]=2)[C:15](Cl)=[O:16])=[CH:9][CH:8]=1, predict the reaction product. The product is: [CH3:5][O:6][C:7]1[CH:12]=[C:11]2[C:10]([CH2:13][CH:14]([C:18]3[CH:23]=[CH:22][CH:21]=[CH:20][CH:19]=3)[C:15]2=[O:16])=[CH:9][CH:8]=1.